Dataset: Peptide-MHC class I binding affinity with 185,985 pairs from IEDB/IMGT. Task: Regression. Given a peptide amino acid sequence and an MHC pseudo amino acid sequence, predict their binding affinity value. This is MHC class I binding data. (1) The peptide sequence is FSFFMNENF. The MHC is HLA-A29:02 with pseudo-sequence HLA-A29:02. The binding affinity (normalized) is 0.0847. (2) The peptide sequence is FRYMNSQGL. The MHC is HLA-C07:01 with pseudo-sequence HLA-C07:01. The binding affinity (normalized) is 0.936. (3) The peptide sequence is LYIIKLVFL. The MHC is HLA-A24:02 with pseudo-sequence HLA-A24:02. The binding affinity (normalized) is 1.00. (4) The peptide sequence is SQVLQQSTY. The MHC is HLA-A01:01 with pseudo-sequence HLA-A01:01. The binding affinity (normalized) is 0.0246. (5) The peptide sequence is FLMRNAIQY. The MHC is HLA-B35:01 with pseudo-sequence HLA-B35:01. The binding affinity (normalized) is 0.834. (6) The peptide sequence is STVLFGLSY. The MHC is HLA-A29:02 with pseudo-sequence HLA-A29:02. The binding affinity (normalized) is 0.891.